Predict the reactants needed to synthesize the given product. From a dataset of Full USPTO retrosynthesis dataset with 1.9M reactions from patents (1976-2016). (1) Given the product [CH3:1][CH:2]([CH3:38])[CH:3]([N:7]1[CH2:10][CH:9]([CH2:11][C:12]2[N:13]([CH3:37])[C:14]3[C:19]([N:20]=2)=[C:18]([N:21]2[CH2:22][CH2:23][O:24][CH2:25][CH2:26]2)[N:17]=[C:16]([N:27]2[C:31]4[CH:32]=[CH:33][CH:34]=[CH:35][C:30]=4[N:29]=[C:28]2[CH3:36])[N:15]=3)[CH2:8]1)[C:4]([NH2:40])=[O:6], predict the reactants needed to synthesize it. The reactants are: [CH3:1][CH:2]([CH3:38])[CH:3]([N:7]1[CH2:10][CH:9]([CH2:11][C:12]2[N:13]([CH3:37])[C:14]3[C:19]([N:20]=2)=[C:18]([N:21]2[CH2:26][CH2:25][O:24][CH2:23][CH2:22]2)[N:17]=[C:16]([N:27]2[C:31]4[CH:32]=[CH:33][CH:34]=[CH:35][C:30]=4[N:29]=[C:28]2[CH3:36])[N:15]=3)[CH2:8]1)[C:4]([OH:6])=O.[OH-].[NH4+:40]. (2) Given the product [CH3:19][N:18]1[C:17]2[C:6](=[CH:7][C:8]([C:12]([O:14][CH3:15])=[O:13])=[CH:9][CH:10]=2)[CH:5]=[CH:20]1, predict the reactants needed to synthesize it. The reactants are: [H-].[Na+].N1C2[C:6](=[CH:7][C:8]([C:12]([OH:14])=[O:13])=[CH:9][CH:10]=2)[CH:5]=C1.[CH3:15]I.[CH3:17][N:18]([CH:20]=O)[CH3:19].